This data is from Full USPTO retrosynthesis dataset with 1.9M reactions from patents (1976-2016). The task is: Predict the reactants needed to synthesize the given product. (1) Given the product [CH2:58]([N:60]1[C:66](=[O:67])[C:65]([CH3:69])([CH3:68])[C:64](=[O:70])[N:63]([CH3:71])[C:62]2[CH:72]=[C:73]([CH2:76][CH2:77][CH2:78][N:44]([CH2:45][CH2:46][N:47]3[CH:56]=[CH:55][C:54]4[C:49](=[CH:50][CH:51]=[CH:52][CH:53]=4)[C:48]3=[O:57])[S:41]([C:36]3[CH:37]=[CH:38][CH:39]=[CH:40][C:35]=3[N+:32]([O-:34])=[O:33])(=[O:42])=[O:43])[CH:74]=[CH:75][C:61]1=2)[CH3:59], predict the reactants needed to synthesize it. The reactants are: C(P(CCCC)CCCC)CCC.N(C(N1CCCCC1)=O)=NC(N1CCCCC1)=O.[N+:32]([C:35]1[CH:40]=[CH:39][CH:38]=[CH:37][C:36]=1[S:41]([NH:44][CH2:45][CH2:46][N:47]1[CH:56]=[CH:55][C:54]2[C:49](=[CH:50][CH:51]=[CH:52][CH:53]=2)[C:48]1=[O:57])(=[O:43])=[O:42])([O-:34])=[O:33].[CH2:58]([N:60]1[C:66](=[O:67])[C:65]([CH3:69])([CH3:68])[C:64](=[O:70])[N:63]([CH3:71])[C:62]2[CH:72]=[C:73]([CH2:76][CH2:77][CH2:78]O)[CH:74]=[CH:75][C:61]1=2)[CH3:59]. (2) Given the product [F:16][C:2]([F:1])([F:15])[C:3]1[CH:14]=[CH:13][C:6]2[S:7][CH:8]=[CH:9][C:5]=2[CH:4]=1, predict the reactants needed to synthesize it. The reactants are: [F:1][C:2]([F:16])([F:15])[C:3]1[CH:14]=[CH:13][C:6]2[S:7][C:8](C(O)=O)=[CH:9][C:5]=2[CH:4]=1.N1C2C(=CC=CC=2)C=CC=1.Cl. (3) Given the product [CH:31]1[C:30]([C:34]([F:37])([F:36])[F:35])=[CH:29][C:28]([Cl:38])=[C:27]([N:26]2[N:25]=[C:24]([C:39]#[N:40])[C:23]([S+:5]([O-:7])[C:2]([F:4])([F:3])[F:1])=[C:22]2[NH2:21])[C:32]=1[Cl:33], predict the reactants needed to synthesize it. The reactants are: [F:1][C:2]([S:5]([O-:7])=O)([F:4])[F:3].[K+].Cl.C(N(CC)CC)C.S(Cl)(Cl)=O.[NH2:21][C:22]1[N:26]([C:27]2[C:32]([Cl:33])=[CH:31][C:30]([C:34]([F:37])([F:36])[F:35])=[CH:29][C:28]=2[Cl:38])[N:25]=[C:24]([C:39]#[N:40])[CH:23]=1. (4) Given the product [CH3:22][C:21]1([CH3:25])[CH2:24][O:19][C:17]([C:13]2[CH:12]=[CH:11][C:16]3[N:4]([CH2:1][CH2:2][CH3:3])[C:5]4[C:6]([C:15]=3[CH:14]=2)=[CH:7][CH:8]=[CH:9][CH:10]=4)=[N:20]1, predict the reactants needed to synthesize it. The reactants are: [CH2:1]([N:4]1[C:16]2[CH:15]=[CH:14][C:13]([C:17]([OH:19])=O)=[CH:12][C:11]=2[C:10]2[C:5]1=[CH:6][CH:7]=[CH:8][CH:9]=2)[CH2:2][CH3:3].[NH2:20][C:21]([CH3:25])([CH3:24])[CH2:22]O.Cl.CN(C)CCCN=C=NCC.ON1C2C=CC=CC=2N=N1.